Dataset: Full USPTO retrosynthesis dataset with 1.9M reactions from patents (1976-2016). Task: Predict the reactants needed to synthesize the given product. (1) Given the product [N:1]([CH:10]([C:17]1[CH:22]=[CH:21][CH:20]=[CH:19][CH:18]=1)[CH2:11][CH2:12][N:13]1[CH2:14][CH2:15][CH2:16]1)=[N+:2]=[N-:3], predict the reactants needed to synthesize it. The reactants are: [N-:1]=[N+:2]=[N-:3].[Na+].CS(O[CH:10]([C:17]1[CH:22]=[CH:21][CH:20]=[CH:19][CH:18]=1)[CH2:11][CH2:12][N:13]1[CH2:16][CH2:15][CH2:14]1)(=O)=O. (2) The reactants are: [Cl:1][C:2]1[N:7]=[C:6]([Cl:8])[C:5]([C:9](Cl)=[O:10])=[C:4]([Cl:12])[N:3]=1.C(=O)(O)[O-].[Na+].[CH3:18][NH:19][CH3:20]. Given the product [Cl:1][C:2]1[N:7]=[C:6]([Cl:8])[C:5]([C:9]([N:19]([CH3:20])[CH3:18])=[O:10])=[C:4]([Cl:12])[N:3]=1, predict the reactants needed to synthesize it. (3) Given the product [F:36][C:15]([F:14])([F:35])[C:16]1[CH:34]=[CH:33][CH:32]=[CH:31][C:17]=1[CH:18]([O:26][CH:27]1[CH2:30][N:29]([C:5]([N:45]([CH3:44])[CH2:46][C:47]2[CH:52]=[CH:51][CH:50]=[CH:49][CH:48]=2)=[O:11])[CH2:28]1)[C:19]1[CH:24]=[CH:23][C:22]([Cl:25])=[CH:21][CH:20]=1, predict the reactants needed to synthesize it. The reactants are: ClC(Cl)(O[C:5](=[O:11])OC(Cl)(Cl)Cl)Cl.Cl.[F:14][C:15]([F:36])([F:35])[C:16]1[CH:34]=[CH:33][CH:32]=[CH:31][C:17]=1[CH:18]([O:26][CH:27]1[CH2:30][NH:29][CH2:28]1)[C:19]1[CH:24]=[CH:23][C:22]([Cl:25])=[CH:21][CH:20]=1.C(N(CC)CC)C.[CH3:44][NH:45][CH2:46][C:47]1[CH:52]=[CH:51][CH:50]=[CH:49][CH:48]=1. (4) Given the product [C:27](=[O:28])([O:29][C:30]1[CH:35]=[CH:34][CH:33]=[CH:32][CH:31]=1)[O:20][CH2:19][CH2:18][C:15]1[CH:14]=[CH:13][C:12]([N:7]2[C:6]3[CH:21]=[C:2]([Cl:1])[C:3]([C:22]([F:23])([F:25])[F:24])=[CH:4][C:5]=3[N:9]=[C:8]2[CH2:10][CH3:11])=[CH:17][CH:16]=1, predict the reactants needed to synthesize it. The reactants are: [Cl:1][C:2]1[C:3]([C:22]([F:25])([F:24])[F:23])=[CH:4][C:5]2[N:9]=[C:8]([CH2:10][CH3:11])[N:7]([C:12]3[CH:17]=[CH:16][C:15]([CH2:18][CH2:19][OH:20])=[CH:14][CH:13]=3)[C:6]=2[CH:21]=1.Cl[C:27]([O:29][C:30]1[CH:35]=[CH:34][CH:33]=[CH:32][CH:31]=1)=[O:28]. (5) Given the product [CH3:1][C:2]1[N:11]=[CH:10][C:9]2[C:4](=[CH:5][CH:6]=[CH:7][C:8]=2[N:12]2[CH2:17][CH2:16][N:15]([CH2:23][CH2:24][C:25]3[CH:26]=[C:27]([NH:31][S:32]([CH3:35])(=[O:33])=[O:34])[CH:28]=[CH:29][CH:30]=3)[CH2:14][CH2:13]2)[N:3]=1, predict the reactants needed to synthesize it. The reactants are: [CH3:1][C:2]1[N:11]=[CH:10][C:9]2[C:4](=[CH:5][CH:6]=[CH:7][C:8]=2[N:12]2[CH2:17][CH2:16][NH:15][CH2:14][CH2:13]2)[N:3]=1.CS(O[CH2:23][CH2:24][C:25]1[CH:30]=[CH:29][CH:28]=[C:27]([NH:31][S:32]([CH3:35])(=[O:34])=[O:33])[CH:26]=1)(=O)=O.C(N(C(C)C)CC)(C)C. (6) Given the product [CH2:2]([O:4][C:5]([C:7]1[C:12]([CH2:13][S:14][CH2:15][C:20]2[CH:23]=[C:24]([C:27]([F:29])([F:30])[F:28])[CH:25]=[CH:26][C:19]=2[Cl:18])=[N:11][CH:10]=[CH:9][N:8]=1)=[O:6])[CH3:3], predict the reactants needed to synthesize it. The reactants are: Br.[CH2:2]([O:4][C:5]([C:7]1[C:12]([CH2:13][S:14][C:15](=N)N)=[N:11][CH:10]=[CH:9][N:8]=1)=[O:6])[CH3:3].[Cl:18][C:19]1[CH:26]=[CH:25][C:24]([C:27]([F:30])([F:29])[F:28])=[CH:23][C:20]=1CBr.C(=O)([O-])[O-].[K+].[K+].